Dataset: Forward reaction prediction with 1.9M reactions from USPTO patents (1976-2016). Task: Predict the product of the given reaction. The product is: [CH3:36][C:5]1[N:4]=[N:3][N:2]([CH3:1])[C:6]=1[C:7]1[CH:19]=[N:18][C:17]2[C:16]3[CH:15]=[C:14]([C:20]([N:41]4[CH2:42][C:39]([CH3:38])([OH:43])[CH2:40]4)=[O:22])[CH:13]=[CH:12][C:11]=3[N:10]([C@@H:23]([CH:24]3[CH2:25][CH2:26][O:27][CH2:28][CH2:29]3)[C:30]3[CH:35]=[CH:34][CH:33]=[CH:32][CH:31]=3)[C:9]=2[CH:8]=1. Given the reactants [CH3:1][N:2]1[C:6]([C:7]2[CH:19]=[N:18][C:17]3[C:16]4[CH:15]=[C:14]([C:20]([OH:22])=O)[CH:13]=[CH:12][C:11]=4[N:10]([C@H:23]([C:30]4[CH:35]=[CH:34][CH:33]=[CH:32][CH:31]=4)[CH:24]4[CH2:29][CH2:28][O:27][CH2:26][CH2:25]4)[C:9]=3[CH:8]=2)=[C:5]([CH3:36])[N:4]=[N:3]1.Cl.[CH3:38][C:39]1([OH:43])[CH2:42][NH:41][CH2:40]1.CCN(C(C)C)C(C)C.CN(C(ON1N=NC2C=CC=NC1=2)=[N+](C)C)C.F[P-](F)(F)(F)(F)F, predict the reaction product.